From a dataset of Forward reaction prediction with 1.9M reactions from USPTO patents (1976-2016). Predict the product of the given reaction. (1) Given the reactants [Br:1][C:2]1[C:7]2[S:8][CH:9]=[CH:10][C:6]=2[C:5]([Cl:11])=[C:4]([C:12]([OH:14])=O)[CH:3]=1.C(Cl)(C(Cl)=O)=O.BrC1C2SC=CC=2C(Cl)=C(C(Cl)=O)C=1.[CH2:35]([O:37][C:38]1[CH:43]=[CH:42][CH:41]=[CH:40][CH:39]=1)[CH3:36].[Al+3].[Cl-].[Cl-].[Cl-], predict the reaction product. The product is: [Br:1][C:2]1[C:7]2[S:8][CH:9]=[CH:10][C:6]=2[C:5]([Cl:11])=[C:4]([C:12]([C:41]2[CH:42]=[CH:43][C:38]([O:37][CH2:35][CH3:36])=[CH:39][CH:40]=2)=[O:14])[CH:3]=1. (2) Given the reactants [C:1]([N:4]1[C:13]2[C:8](=[CH:9][C:10]([C:14]3[CH:22]=[CH:21][C:17]([C:18]([OH:20])=[O:19])=[CH:16][N:15]=3)=[CH:11][CH:12]=2)[C@H:7]([NH:23][C:24]2[CH:29]=[CH:28][C:27]([C:30]#[N:31])=[CH:26][N:25]=2)[CH2:6][C@@H:5]1[CH3:32])(=[O:3])[CH3:2].C([O-])([O-])=O.[K+].[K+].Br[CH2:40][CH2:41][N:42]([CH3:44])[CH3:43], predict the reaction product. The product is: [C:1]([N:4]1[C:13]2[C:8](=[CH:9][C:10]([C:14]3[CH:22]=[CH:21][C:17]([C:18]([O:20][CH2:40][CH2:41][N:42]([CH3:44])[CH3:43])=[O:19])=[CH:16][N:15]=3)=[CH:11][CH:12]=2)[C@H:7]([NH:23][C:24]2[CH:29]=[CH:28][C:27]([C:30]#[N:31])=[CH:26][N:25]=2)[CH2:6][C@H:5]1[CH3:32])(=[O:3])[CH3:2]. (3) Given the reactants [NH2:1][CH2:2][C:3]1[CH:8]=[CH:7][C:6]([CH:9]([CH3:29])[C:10]([NH:12][CH2:13][C:14]2[C:15]([N:24]3[CH2:28][CH2:27][CH2:26][CH2:25]3)=[N:16][C:17]([C:20]([F:23])([F:22])[F:21])=[CH:18][CH:19]=2)=[O:11])=[CH:5][C:4]=1[O:30][CH3:31].[CH3:32][S:33](Cl)(=[O:35])=[O:34], predict the reaction product. The product is: [CH3:31][O:30][C:4]1[CH:5]=[C:6]([CH:9]([CH3:29])[C:10]([NH:12][CH2:13][C:14]2[C:15]([N:24]3[CH2:28][CH2:27][CH2:26][CH2:25]3)=[N:16][C:17]([C:20]([F:21])([F:22])[F:23])=[CH:18][CH:19]=2)=[O:11])[CH:7]=[CH:8][C:3]=1[CH2:2][NH:1][S:33]([CH3:32])(=[O:35])=[O:34].